Predict which catalyst facilitates the given reaction. From a dataset of Catalyst prediction with 721,799 reactions and 888 catalyst types from USPTO. (1) Reactant: [CH:1]([C:3]1[C:4]([C:12]2[N:16]3[CH:17]=[CH:18][CH:19]=[N:20][C:15]3=[C:14]([C:21]([O:23][CH3:24])=[O:22])[CH:13]=2)=[CH:5][C:6]2[O:10][CH2:9][O:8][C:7]=2[CH:11]=1)=[O:2].CC(CC)=C.[O-:30]Cl=O.[Na+]. Product: [CH3:24][O:23][C:21]([C:14]1[CH:13]=[C:12]([C:4]2[C:3]([C:1]([OH:30])=[O:2])=[CH:11][C:7]3[O:8][CH2:9][O:10][C:6]=3[CH:5]=2)[N:16]2[CH:17]=[CH:18][CH:19]=[N:20][C:15]=12)=[O:22]. The catalyst class is: 95. (2) Reactant: [CH2:1]([N:8]1[CH2:13][CH2:12][C:11](=[N:14][C@H:15]([C:17]2[CH:22]=[CH:21][CH:20]=[CH:19][CH:18]=2)[CH3:16])[CH2:10][CH2:9]1)[C:2]1[CH:7]=[CH:6][CH:5]=[CH:4][CH:3]=1.[Li+].[CH3:24][CH:25]([N-]C(C)C)C.ICC.[BH4-].[Na+]. Product: [CH2:1]([N:8]1[CH2:9][CH2:10][CH:11]([NH:14][C@@H:15]([C:17]2[CH:22]=[CH:21][CH:20]=[CH:19][CH:18]=2)[CH3:16])[CH:12]([CH2:24][CH3:25])[CH2:13]1)[C:2]1[CH:3]=[CH:4][CH:5]=[CH:6][CH:7]=1. The catalyst class is: 219. (3) Reactant: [F:1][C:2]([F:7])([F:6])[C:3]([OH:5])=[O:4].C(OC(=O)[NH:14][CH2:15][C:16]1[CH:21]=[CH:20][C:19]([Cl:22])=[CH:18][C:17]=1[CH2:23][NH:24][C:25]([C@@H:27]1[CH2:31][CH2:30][CH2:29][N:28]1[C:32]([C:34]1[NH:35][C:36](=[O:40])[CH:37]=[CH:38][CH:39]=1)=[O:33])=[O:26])(C)(C)C. The catalyst class is: 2. Product: [NH2:14][CH2:15][C:16]1[CH:21]=[CH:20][C:19]([Cl:22])=[CH:18][C:17]=1[CH2:23][NH:24][C:25]([C@@H:27]1[CH2:31][CH2:30][CH2:29][N:28]1[C:32]([C:34]1[NH:35][C:36](=[O:40])[CH:37]=[CH:38][CH:39]=1)=[O:33])=[O:26].[F:1][C:2]([F:7])([F:6])[C:3]([O-:5])=[O:4]. (4) The catalyst class is: 3. Product: [Cl:27][CH2:26][CH2:25][CH2:24][CH2:23][CH2:22][N:10]1[C:11]2[C:16](=[CH:15][CH:14]=[CH:13][CH:12]=2)[C:17]2[CH2:18][CH2:19][S:20][C:7]3[CH:6]=[CH:5][CH:4]=[CH:3][C:8]=3[C:9]1=2. Reactant: [H-].[Na+].[CH:3]1[C:8]2[C:9]3[NH:10][C:11]4[C:16]([C:17]=3[CH2:18][CH2:19][S:20][C:7]=2[CH:6]=[CH:5][CH:4]=1)=[CH:15][CH:14]=[CH:13][CH:12]=4.Br[CH2:22][CH2:23][CH2:24][CH2:25][CH2:26][Cl:27].O. (5) Reactant: F[C:2](F)([C:8]([F:14])([F:13])[C:9]([F:12])([F:11])[F:10])[CH:3]=[C:4](I)[CH2:5][OH:6].[OH2:16].Cl.[NH2:18]O.C(=O)([O-])[O-].[K+].[K+]. Product: [F:13][C:8]([F:14])([C:2]1[O:16][N:18]=[C:4]([CH2:5][OH:6])[CH:3]=1)[C:9]([F:12])([F:11])[F:10]. The catalyst class is: 8. (6) Reactant: [CH2:1]([N:8]1[CH2:12][CH2:11][C@@H:10]([C:13]2[CH:18]=[CH:17][CH:16]=[C:15]([NH2:19])[CH:14]=2)[CH2:9]1)[C:2]1[CH:7]=[CH:6][CH:5]=[CH:4][CH:3]=1.[F:20][C:21]([F:34])([F:33])[O:22][C:23]1[CH:24]=[C:25]([S:29](Cl)(=[O:31])=[O:30])[CH:26]=[CH:27][CH:28]=1.C(N(CC)CC)C. Product: [CH2:1]([N:8]1[CH2:12][CH2:11][C@@H:10]([C:13]2[CH:14]=[C:15]([NH:19][S:29]([C:25]3[CH:26]=[CH:27][CH:28]=[C:23]([O:22][C:21]([F:20])([F:33])[F:34])[CH:24]=3)(=[O:31])=[O:30])[CH:16]=[CH:17][CH:18]=2)[CH2:9]1)[C:2]1[CH:3]=[CH:4][CH:5]=[CH:6][CH:7]=1. The catalyst class is: 7.